This data is from Peptide-MHC class I binding affinity with 185,985 pairs from IEDB/IMGT. The task is: Regression. Given a peptide amino acid sequence and an MHC pseudo amino acid sequence, predict their binding affinity value. This is MHC class I binding data. (1) The peptide sequence is FPTQADAIG. The MHC is HLA-A02:16 with pseudo-sequence HLA-A02:16. The binding affinity (normalized) is 0.0847. (2) The peptide sequence is SRIWPWLL. The MHC is H-2-Kb with pseudo-sequence H-2-Kb. The binding affinity (normalized) is 0.255. (3) The peptide sequence is CLRRRVTRK. The MHC is HLA-A30:01 with pseudo-sequence HLA-A30:01. The binding affinity (normalized) is 0.256. (4) The peptide sequence is FVRQCFNPM. The MHC is HLA-A69:01 with pseudo-sequence HLA-A69:01. The binding affinity (normalized) is 0.0847. (5) The binding affinity (normalized) is 0.0847. The MHC is HLA-A03:01 with pseudo-sequence HLA-A03:01. The peptide sequence is LAIVTTPLV. (6) The peptide sequence is AFEFINSLLK. The MHC is HLA-A03:01 with pseudo-sequence HLA-A03:01. The binding affinity (normalized) is 0.371. (7) The peptide sequence is EPRVQLVPL. The MHC is HLA-B58:01 with pseudo-sequence HLA-B58:01. The binding affinity (normalized) is 0.213.